Predict the product of the given reaction. From a dataset of Forward reaction prediction with 1.9M reactions from USPTO patents (1976-2016). Given the reactants Br[C:2]1[CH:7]=[CH:6][C:5]([CH2:8][C@@H:9]([NH:16][C:17]([O:19][C:20]([CH3:23])([CH3:22])[CH3:21])=[O:18])[CH2:10][C:11]([O:13][CH2:14][CH3:15])=[O:12])=[CH:4][CH:3]=1.[Cl:24][C:25]1[CH:26]=[C:27](B(O)O)[CH:28]=[CH:29][CH:30]=1.C([O-])([O-])=O.[Na+].[Na+], predict the reaction product. The product is: [C:20]([O:19][C:17]([NH:16][C@H:9]([CH2:8][C:5]1[CH:6]=[CH:7][C:2]([C:29]2[CH:28]=[CH:27][CH:26]=[C:25]([Cl:24])[CH:30]=2)=[CH:3][CH:4]=1)[CH2:10][C:11]([O:13][CH2:14][CH3:15])=[O:12])=[O:18])([CH3:23])([CH3:22])[CH3:21].